The task is: Predict the reactants needed to synthesize the given product.. This data is from Full USPTO retrosynthesis dataset with 1.9M reactions from patents (1976-2016). (1) Given the product [F:10][C:11]1[CH:18]=[CH:17][CH:16]=[C:15]([F:19])[C:12]=1[CH2:13][O:14][C:2]1[CH:7]=[C:6]([O:8][CH3:9])[CH:5]=[CH:4][N:3]=1, predict the reactants needed to synthesize it. The reactants are: F[C:2]1[CH:7]=[C:6]([O:8][CH3:9])[CH:5]=[CH:4][N:3]=1.[F:10][C:11]1[CH:18]=[CH:17][CH:16]=[C:15]([F:19])[C:12]=1[CH2:13][OH:14].CC(C)([O-])C.[K+]. (2) Given the product [ClH:66].[NH2:54][CH2:53][C@H:50]1[CH2:49][CH2:48][C@H:47]([C:45]([NH:44][C@H:29]([C:30](=[O:43])[NH:31][C:32]2[CH:37]=[CH:36][C:35]([C:38]3[N:39]=[N:40][NH:41][N:42]=3)=[CH:34][CH:33]=2)[CH2:28][C:25]2[CH:26]=[CH:27][C:22]([C:20]3[C:19]([CH2:62][CH3:63])=[CH:18][CH:17]=[C:16]([C:14]([NH:13][CH2:12][CH2:11][N:10]([CH2:64][CH3:65])[CH2:8][CH3:9])=[O:15])[CH:21]=3)=[CH:23][CH:24]=2)=[O:46])[CH2:52][CH2:51]1, predict the reactants needed to synthesize it. The reactants are: FC(F)(F)C(O)=O.[CH2:8]([N:10]([CH2:64][CH3:65])[CH2:11][CH2:12][NH:13][C:14]([C:16]1[CH:17]=[CH:18][C:19]([CH2:62][CH3:63])=[C:20]([C:22]2[CH:27]=[CH:26][C:25]([CH2:28][C@H:29]([NH:44][C:45]([C@H:47]3[CH2:52][CH2:51][C@H:50]([CH2:53][NH:54]C(=O)OC(C)(C)C)[CH2:49][CH2:48]3)=[O:46])[C:30](=[O:43])[NH:31][C:32]3[CH:37]=[CH:36][C:35]([C:38]4[N:39]=[N:40][NH:41][N:42]=4)=[CH:34][CH:33]=3)=[CH:24][CH:23]=2)[CH:21]=1)=[O:15])[CH3:9].[ClH:66]. (3) Given the product [C:1]1([C:28]2[CH:29]=[CH:30][CH:31]=[CH:32][CH:33]=2)[CH:2]=[CH:3][C:4]([C:7]2[C:25]([F:26])=[CH:24][C:10]3[NH:11][C:12]([O:14][CH2:15][CH:16]4[CH2:18][CH:17]4[C:19]([OH:21])=[O:20])=[N:13][C:9]=3[C:8]=2[F:27])=[CH:5][CH:6]=1, predict the reactants needed to synthesize it. The reactants are: [C:1]1([C:28]2[CH:33]=[CH:32][CH:31]=[CH:30][CH:29]=2)[CH:6]=[CH:5][C:4]([C:7]2[C:25]([F:26])=[CH:24][C:10]3[NH:11][C:12]([O:14][CH2:15][CH:16]4[CH2:18][CH:17]4[C:19]([O:21]CC)=[O:20])=[N:13][C:9]=3[C:8]=2[F:27])=[CH:3][CH:2]=1.O([Si](C)(C)C)[K]. (4) Given the product [Cl:22][C:23]1[CH:15]=[N:6][N:7]([C:8]2[C:35]([CH3:29])=[CH:34][C:38]([O:37][CH3:36])=[CH:5][C:4]=2[CH3:3])[CH:24]=1, predict the reactants needed to synthesize it. The reactants are: [Li]C[CH2:3][CH2:4][CH3:5].[N:6]([C:15](OC(C)(C)C)=O)=[N:7][C:8](OC(C)(C)C)=O.[Cl:22][CH:23](C=O)[CH:24]=O.Cl.[C:29]([O-])(O)=O.[Na+].[CH2:34]1[CH2:38][O:37][CH2:36][CH2:35]1. (5) Given the product [CH3:53][N:52]([CH3:54])[CH2:51][CH2:50][O:1][C:2]1[CH:3]=[C:4]([NH:37][S:38]([CH3:41])(=[O:39])=[O:40])[CH:5]=[C:6]([C:8]2[C:16]3[C:15]([NH:17][C@H:18]([C:20]4[N:25]([C:26]5[CH:31]=[CH:30][CH:29]=[CH:28][CH:27]=5)[C:24](=[O:32])[C:23]5=[C:33]([CH3:36])[CH:34]=[CH:35][N:22]5[N:21]=4)[CH3:19])=[N:14][CH:13]=[N:12][C:11]=3[NH:10][CH:9]=2)[CH:7]=1, predict the reactants needed to synthesize it. The reactants are: [OH:1][C:2]1[CH:3]=[C:4]([NH:37][S:38]([CH3:41])(=[O:40])=[O:39])[CH:5]=[C:6]([C:8]2[C:16]3[C:15]([NH:17][C@H:18]([C:20]4[N:25]([C:26]5[CH:31]=[CH:30][CH:29]=[CH:28][CH:27]=5)[C:24](=[O:32])[C:23]5=[C:33]([CH3:36])[CH:34]=[CH:35][N:22]5[N:21]=4)[CH3:19])=[N:14][CH:13]=[N:12][C:11]=3[NH:10][CH:9]=2)[CH:7]=1.C(=O)([O-])[O-].[Na+].[Na+].[Cl-].Cl[CH2:50][CH2:51][NH+:52]([CH3:54])[CH3:53].O.